This data is from CYP2C19 inhibition data for predicting drug metabolism from PubChem BioAssay. The task is: Regression/Classification. Given a drug SMILES string, predict its absorption, distribution, metabolism, or excretion properties. Task type varies by dataset: regression for continuous measurements (e.g., permeability, clearance, half-life) or binary classification for categorical outcomes (e.g., BBB penetration, CYP inhibition). Dataset: cyp2c19_veith. (1) The molecule is CC(C)NC(=O)N1CCC2(CCNCC2)CC1. The result is 0 (non-inhibitor). (2) The molecule is O=C1c2ccccc2C(=O)N1C[C@]1(C(=O)O)NCCS1(=O)=O. The result is 0 (non-inhibitor). (3) The compound is COc1ccc(OC)c(C2CC(=O)C3=C(C2)NC(=O)CC3c2ccc(O)c(OC)c2)c1. The result is 1 (inhibitor). (4) The drug is O=S(=O)(c1ccccc1)N1CCCCC1c1cccnc1. The result is 1 (inhibitor). (5) The molecule is CCC1(C)Cc2c(sc3nnn(CC(=O)Nc4ccc(C)cc4)c(=O)c23)CO1. The result is 1 (inhibitor). (6) The drug is C[C@@H](CCC[C@@H]1SC[C@H]2NC(=O)N[C@@H]21)C(=O)O. The result is 0 (non-inhibitor).